This data is from Reaction yield outcomes from USPTO patents with 853,638 reactions. The task is: Predict the reaction yield, written as a fraction of the theoretical maximum amount of product (1.0 means a 100% yield; for example, 0.34 means a 34% yield). The reactants are Br[C:2]1[CH:3]=[C:4]([NH:10][C:11]2[CH:16]=[CH:15][C:14]([CH:17]3[CH2:22][CH2:21][N:20]([CH3:23])[CH2:19][CH2:18]3)=[CH:13][N:12]=2)[C:5](=[O:9])[N:6]([CH3:8])[CH:7]=1.[C:24]([O:27][CH2:28][C:29]1[C:30]([N:44]2[CH2:55][CH2:54][N:53]3[C:46](=[CH:47][C:48]4[CH2:49][C:50]([CH3:57])([CH3:56])[CH2:51][C:52]=43)[C:45]2=[O:58])=[N:31][CH:32]=[CH:33][C:34]=1B1OC(C)(C)C(C)(C)O1)(=[O:26])[CH3:25].[O-]P([O-])([O-])=O.[K+].[K+].[K+].O.O.O.C([O-])(=O)C.[Na+]. The product is [C:24]([O:27][CH2:28][C:29]1[C:30]([N:44]2[CH2:55][CH2:54][N:53]3[C:46](=[CH:47][C:48]4[CH2:49][C:50]([CH3:57])([CH3:56])[CH2:51][C:52]=43)[C:45]2=[O:58])=[N:31][CH:32]=[CH:33][C:34]=1[C:2]1[CH:3]=[C:4]([NH:10][C:11]2[CH:16]=[CH:15][C:14]([CH:17]3[CH2:22][CH2:21][N:20]([CH3:23])[CH2:19][CH2:18]3)=[CH:13][N:12]=2)[C:5](=[O:9])[N:6]([CH3:8])[CH:7]=1)(=[O:26])[CH3:25]. The catalyst is C1C=CC(P(C2C=CC=CC=2)[C-]2C=CC=C2)=CC=1.C1C=CC(P(C2C=CC=CC=2)[C-]2C=CC=C2)=CC=1.Cl[Pd]Cl.[Fe+2].C(#N)C.O. The yield is 0.380.